From a dataset of Catalyst prediction with 721,799 reactions and 888 catalyst types from USPTO. Predict which catalyst facilitates the given reaction. (1) Reactant: CCO.Cl.[Br:5][C:6]1[CH:13]=[CH:12][C:11]([O:14][CH2:15][CH:16]2[CH2:21][CH2:20][NH:19][CH2:18][CH2:17]2)=[CH:10][C:7]=1[C:8]#[N:9].[CH3:22][C:23]1([CH3:26])[CH2:25][O:24]1.C([O-])([O-])=O.[K+].[K+]. Product: [Br:5][C:6]1[CH:13]=[CH:12][C:11]([O:14][CH2:15][CH:16]2[CH2:21][CH2:20][N:19]([CH2:22][C:23]([OH:24])([CH3:26])[CH3:25])[CH2:18][CH2:17]2)=[CH:10][C:7]=1[C:8]#[N:9]. The catalyst class is: 6. (2) Reactant: [Cl:1][C:2]1[N:7]=[CH:6][N:5]=[C:4]([NH:8][CH2:9][C:10]2[CH:15]=[CH:14][C:13]([O:16][CH3:17])=[CH:12][CH:11]=2)[C:3]=1[CH2:18][CH2:19]Cl.CN(C=O)C. Product: [Cl:1][C:2]1[C:3]2[CH2:18][CH2:19][N:8]([CH2:9][C:10]3[CH:15]=[CH:14][C:13]([O:16][CH3:17])=[CH:12][CH:11]=3)[C:4]=2[N:5]=[CH:6][N:7]=1. The catalyst class is: 6. (3) Reactant: Br[C:2]1[CH:3]=[N:4][N:5]([CH3:16])[C:6]=1[C:7]1[CH:8]=[C:9]([C:12]([O:14][CH3:15])=[O:13])[S:10][CH:11]=1.[CH:17]1(B(O)O)[CH2:19][CH2:18]1.C(=O)([O-])[O-].[Cs+].[Cs+]. Product: [CH:17]1([C:2]2[CH:3]=[N:4][N:5]([CH3:16])[C:6]=2[C:7]2[CH:8]=[C:9]([C:12]([O:14][CH3:15])=[O:13])[S:10][CH:11]=2)[CH2:19][CH2:18]1. The catalyst class is: 7.